Dataset: Full USPTO retrosynthesis dataset with 1.9M reactions from patents (1976-2016). Task: Predict the reactants needed to synthesize the given product. (1) The reactants are: [CH:1]1([C:4]2[N:5]=[CH:6][C:7]([C:15]([OH:17])=O)=[N:8][C:9]=2[O:10][CH2:11][CH:12]2[CH2:14][CH2:13]2)[CH2:3][CH2:2]1.[CH:18]1([C:21]([CH3:29])([C:23]2[N:27]=[C:26]([CH3:28])[O:25][N:24]=2)[NH2:22])[CH2:20][CH2:19]1. Given the product [CH:18]1([C:21]([NH:22][C:15]([C:7]2[CH:6]=[N:5][C:4]([CH:1]3[CH2:2][CH2:3]3)=[C:9]([O:10][CH2:11][CH:12]3[CH2:13][CH2:14]3)[N:8]=2)=[O:17])([C:23]2[N:27]=[C:26]([CH3:28])[O:25][N:24]=2)[CH3:29])[CH2:20][CH2:19]1, predict the reactants needed to synthesize it. (2) Given the product [CH2:1]([N:8]1[CH2:15][C:16]2[N:17]=[CH:18][C:19]([N:23]([CH:25]3[CH2:28][CH2:27][CH2:26]3)[CH3:24])=[N:20][C:21]=2[O:14][C@@H:10]([CH2:11][O:12][CH3:13])[CH2:9]1)[C:2]1[CH:7]=[CH:6][CH:5]=[CH:4][CH:3]=1, predict the reactants needed to synthesize it. The reactants are: [CH2:1]([N:8]([CH2:15][C:16]1[C:21](Cl)=[N:20][C:19]([N:23]([CH:25]2[CH2:28][CH2:27][CH2:26]2)[CH3:24])=[CH:18][N:17]=1)[CH2:9][C@@H:10]([OH:14])[CH2:11][O:12][CH3:13])[C:2]1[CH:7]=[CH:6][CH:5]=[CH:4][CH:3]=1.CC(C)([O-])C.[K+].O. (3) Given the product [Br:1][C:2]1[C:7]([O:8][CH3:9])=[CH:6][C:5]([C:10]2[O:11][C:12]([C:23](=[O:24])[CH:22]([O:21][CH2:20][CH:17]3[CH2:18][CH2:19]3)[C:29]3[CH:30]=[CH:31][C:32]([N:35]4[CH2:36][CH2:37][O:38][CH2:39][CH2:40]4)=[CH:33][CH:34]=3)=[CH:13][CH:14]=2)=[CH:4][C:3]=1[O:15][CH3:16], predict the reactants needed to synthesize it. The reactants are: [Br:1][C:2]1[C:7]([O:8][CH3:9])=[CH:6][C:5]([C:10]2[O:11][CH:12]=[CH:13][CH:14]=2)=[CH:4][C:3]=1[O:15][CH3:16].[CH:17]1([CH2:20][O:21][CH:22]([C:29]2[CH:34]=[CH:33][C:32]([N:35]3[CH2:40][CH2:39][O:38][CH2:37][CH2:36]3)=[CH:31][CH:30]=2)[C:23](N(OC)C)=[O:24])[CH2:19][CH2:18]1. (4) Given the product [CH2:16]([O:18][C:19]([C:21]1[NH:22][C:23]2[C:28]([CH:29]=1)=[CH:27][C:26]([O:30][C:2]1[C:11]3[C:6](=[CH:7][C:8]([O:14][CH3:15])=[C:9]([O:12][CH3:13])[CH:10]=3)[N:5]=[CH:4][CH:3]=1)=[CH:25][CH:24]=2)=[O:20])[CH3:17], predict the reactants needed to synthesize it. The reactants are: Cl[C:2]1[C:11]2[C:6](=[CH:7][C:8]([O:14][CH3:15])=[C:9]([O:12][CH3:13])[CH:10]=2)[N:5]=[CH:4][CH:3]=1.[CH2:16]([O:18][C:19]([C:21]1[NH:22][C:23]2[C:28]([CH:29]=1)=[CH:27][C:26]([OH:30])=[CH:25][CH:24]=2)=[O:20])[CH3:17]. (5) Given the product [NH:1]([C:30]([CH2:32][CH2:33][CH2:34][CH2:35][CH2:36][CH2:37][CH3:38])=[O:31])[C@H:2]([C:18]([NH:20][C@H:21]([C:26]([OH:28])=[O:27])[CH2:22][CH:23]([CH3:25])[CH3:24])=[O:19])[CH2:3][C:4]1[CH:5]=[CH:6][C:7]([O:10][CH2:11][C:12]2[CH:17]=[CH:16][CH:15]=[CH:14][CH:13]=2)=[CH:8][CH:9]=1, predict the reactants needed to synthesize it. The reactants are: [NH:1]([C:30]([CH2:32][CH2:33][CH2:34][CH2:35][CH2:36][CH2:37][CH3:38])=[O:31])[C@H:2]([C:18]([NH:20][C@H:21]([C:26]([O:28]C)=[O:27])[CH2:22][CH:23]([CH3:25])[CH3:24])=[O:19])[CH2:3][C:4]1[CH:9]=[CH:8][C:7]([O:10][CH2:11][C:12]2[CH:17]=[CH:16][CH:15]=[CH:14][CH:13]=2)=[CH:6][CH:5]=1.O.O.[OH-].[Li+].Cl. (6) Given the product [CH3:2][C:3]([CH3:15])([CH2:8][N:9]1[CH2:14][CH2:13][NH:12][CH2:11][CH2:10]1)[C:4]([O:6][CH3:7])=[O:5], predict the reactants needed to synthesize it. The reactants are: Cl.[CH3:2][C:3]([CH3:15])([CH2:8][N:9]1[CH2:14][CH2:13][NH:12][CH2:11][CH2:10]1)[C:4]([O:6][CH3:7])=[O:5]. (7) Given the product [N:13]1[CH:18]=[CH:17][C:16]([C:19]2[CH:20]=[C:22]([C:23]([O:25][CH3:26])=[O:24])[NH:31][N:30]=2)=[CH:15][CH:14]=1, predict the reactants needed to synthesize it. The reactants are: C(NC(C)C)(C)C.C([Li])CCC.[N:13]1[CH:18]=[CH:17][C:16]([C:19](=O)[CH3:20])=[CH:15][CH:14]=1.[C:22](OC)(=O)[C:23]([O:25][CH3:26])=[O:24].[NH2:30][NH2:31]. (8) Given the product [Br:1][C:2]1[CH:3]=[CH:4][C:5]([Cl:13])=[C:6]([CH2:7][OH:8])[CH:12]=1, predict the reactants needed to synthesize it. The reactants are: [Br:1][C:2]1[CH:3]=[CH:4][C:5]([Cl:13])=[C:6]([CH:12]=1)[C:7](OCC)=[O:8].CC(C[AlH]CC(C)C)C.